From a dataset of Full USPTO retrosynthesis dataset with 1.9M reactions from patents (1976-2016). Predict the reactants needed to synthesize the given product. (1) Given the product [NH2:20][CH2:19][CH2:18][N:7]([CH2:6][C:5]1[CH:28]=[C:29]([F:30])[C:2]([Br:1])=[CH:3][C:4]=1[F:31])[C:8](=[O:17])[O:9][CH2:10][C:11]1[CH:16]=[CH:15][CH:14]=[CH:13][CH:12]=1, predict the reactants needed to synthesize it. The reactants are: [Br:1][C:2]1[C:29]([F:30])=[CH:28][C:5]([CH2:6][N:7]([CH2:18][CH2:19][NH:20]C(OC(C)(C)C)=O)[C:8](=[O:17])[O:9][CH2:10][C:11]2[CH:16]=[CH:15][CH:14]=[CH:13][CH:12]=2)=[C:4]([F:31])[CH:3]=1.FC(F)(F)C(O)=O. (2) The reactants are: [CH:1]1([N:6]2[CH2:11][CH2:10][CH:9]([C:12]3[CH:17]=[CH:16][C:15]([NH:18][C:19]4[C:20]([C:34]([NH2:36])=[O:35])=[N:21][CH:22]=[C:23]([N:25]5[CH2:30][CH2:29][CH2:28][C@H:27]6[NH:31][CH2:32][CH2:33][C@@H:26]56)[N:24]=4)=[CH:14][CH:13]=3)[CH2:8][CH2:7]2)[CH2:5][CH2:4][CH2:3][CH2:2]1.CCN(C(C)C)C(C)C.[CH3:46][N:47]([CH3:51])[C:48]([Cl:50])=[O:49]. Given the product [C:34]([C:20]1[N:21]=[CH:22][C:23]([N:25]2[CH2:30][CH2:29][CH2:28][C@H:27]3[N:31]([C:48]([N:47]([CH3:51])[CH3:46])=[O:49])[CH2:32][CH2:33][C@@H:26]23)=[N:24][C:19]=1[NH:18][C:15]1[CH:14]=[CH:13][C:12]([CH:9]2[CH2:8][CH2:7][N:6]([CH:1]3[CH2:5][CH2:4][CH2:3][CH2:2]3)[CH2:11][CH2:10]2)=[CH:17][CH:16]=1)(=[O:35])[NH2:36].[ClH:50], predict the reactants needed to synthesize it.